From a dataset of Retrosynthesis with 50K atom-mapped reactions and 10 reaction types from USPTO. Predict the reactants needed to synthesize the given product. (1) Given the product CN(C)CCCOc1ccc(-c2nc(CSCCOc3ccccc3)co2)cc1, predict the reactants needed to synthesize it. The reactants are: CN(C)CCCCl.Oc1ccc(-c2nc(CSCCOc3ccccc3)co2)cc1. (2) Given the product O=C(Cc1ccccn1)Nc1cccc(C(c2cc(F)ccc2F)S(=O)(=O)c2ccc(Cl)cc2)n1, predict the reactants needed to synthesize it. The reactants are: Nc1cccc(C(c2cc(F)ccc2F)S(=O)(=O)c2ccc(Cl)cc2)n1.O=C(O)Cc1ccccn1. (3) Given the product OCC1CCCC1Nc1ccc(Cl)cc1, predict the reactants needed to synthesize it. The reactants are: CCOC(=O)C1CCCC1Nc1ccc(Cl)cc1. (4) Given the product Cn1cnc(-c2cc3nccc(Oc4ccc(NC(=S)NC(=O)Cc5ccccc5)cc4)c3s2)c1, predict the reactants needed to synthesize it. The reactants are: Cn1cnc(-c2cc3nccc(Oc4ccc(N)cc4)c3s2)c1.O=C(Cc1ccccc1)N=C=S. (5) Given the product N[C@H]1CC[C@@H](CNC(=O)C(F)(F)F)CC1, predict the reactants needed to synthesize it. The reactants are: CC(C)(C)OC(=O)N[C@H]1CC[C@@H](CNC(=O)C(F)(F)F)CC1. (6) Given the product CCOC(=O)c1cc(Br)c(CBr)cc1OCC, predict the reactants needed to synthesize it. The reactants are: CCOC(=O)c1cc(Br)c(C)cc1OCC.O=C1CCC(=O)N1Br. (7) Given the product O=Cc1cc(CN2CCOCC2)c[nH]1, predict the reactants needed to synthesize it. The reactants are: C1COCCN1.C=O.O=Cc1ccc[nH]1.